From a dataset of Catalyst prediction with 721,799 reactions and 888 catalyst types from USPTO. Predict which catalyst facilitates the given reaction. (1) Reactant: [C:1]([CH2:5][C:6]([O:8][CH2:9][CH3:10])=[O:7])(=[O:4])[CH2:2][CH3:3].[H-].[Na+].Br[CH2:14][C:15]([C:17]1[CH:22]=[CH:21][C:20](C)=[CH:19][N:18]=1)=[O:16].[Cl-].[NH4+]. Product: [CH2:9]([O:8][C:6](=[O:7])[CH:5]([CH2:14][C:15](=[O:16])[C:17]1[CH:22]=[CH:21][CH:20]=[CH:19][N:18]=1)[C:1](=[O:4])[CH2:2][CH3:3])[CH3:10]. The catalyst class is: 1. (2) Product: [CH3:21][N:22]([CH3:24])[CH:23]=[CH:2][C:1]([C:4]1[CH:13]=[CH:12][CH:11]=[C:10]2[C:5]=1[CH2:6][CH2:7][N:8]1[C:18](=[O:19])[CH2:17][NH:16][C:15](=[O:20])[CH:14]=[C:9]12)=[O:3]. The catalyst class is: 3. Reactant: [C:1]([C:4]1[CH:13]=[CH:12][CH:11]=[C:10]2[C:5]=1[CH2:6][CH2:7][N:8]1[C:18](=[O:19])[CH2:17][NH:16][C:15](=[O:20])[CH:14]=[C:9]12)(=[O:3])[CH3:2].[CH3:21][N:22]([CH:24](OC)OC)[CH3:23]. (3) Reactant: [CH:1]1([C:4]2[N:5]=[CH:6][C:7]([C:15]([OH:17])=O)=[N:8][C:9]=2[O:10][CH2:11][CH:12]2[CH2:14][CH2:13]2)[CH2:3][CH2:2]1.CN(C(ON1N=NC2C=CC=CC1=2)=[N+](C)C)C.[B-](F)(F)(F)F.CCN(C(C)C)C(C)C.[NH2:49][C@@H:50]([C:54]1[CH:59]=[CH:58][CH:57]=[CH:56][CH:55]=1)[C:51]([NH2:53])=[O:52]. Product: [C:51]([C@@H:50]([NH:49][C:15]([C:7]1[CH:6]=[N:5][C:4]([CH:1]2[CH2:2][CH2:3]2)=[C:9]([O:10][CH2:11][CH:12]2[CH2:13][CH2:14]2)[N:8]=1)=[O:17])[C:54]1[CH:55]=[CH:56][CH:57]=[CH:58][CH:59]=1)(=[O:52])[NH2:53]. The catalyst class is: 3. (4) Reactant: [CH3:1][C:2]1[CH:7]=[CH:6][C:5]([S:8]([NH:11][CH:12]2[CH2:15][CH:14]([O:16][C:17]3[C:22]([CH:23]4[CH2:28][CH2:27][N:26](C(OC(C)(C)C)=O)[CH2:25][CH2:24]4)=[CH:21][CH:20]=[CH:19][N:18]=3)[CH2:13]2)(=[O:10])=[O:9])=[CH:4][CH:3]=1.[ClH:36]. Product: [ClH:36].[CH3:1][C:2]1[CH:7]=[CH:6][C:5]([S:8]([NH:11][CH:12]2[CH2:13][CH:14]([O:16][C:17]3[C:22]([CH:23]4[CH2:28][CH2:27][NH:26][CH2:25][CH2:24]4)=[CH:21][CH:20]=[CH:19][N:18]=3)[CH2:15]2)(=[O:10])=[O:9])=[CH:4][CH:3]=1. The catalyst class is: 5. (5) Reactant: C(OC([N:8]1[CH2:13][CH2:12][C:11]([C:16]2[CH:21]=[CH:20][C:19]([Cl:22])=[CH:18][CH:17]=2)([C:14]#[N:15])[CH2:10][CH2:9]1)=O)(C)(C)C.Cl. Product: [Cl:22][C:19]1[CH:20]=[CH:21][C:16]([C:11]2([C:14]#[N:15])[CH2:12][CH2:13][NH:8][CH2:9][CH2:10]2)=[CH:17][CH:18]=1. The catalyst class is: 71. (6) Reactant: [Cl:1][C:2]1[CH:10]=[C:9]2[C:5]([CH2:6][N:7]([C:12]3[C:13]([CH3:40])=[C:14]([C:18]4[C:30]5[C:29]6[CH:28]=[CH:27][C:26]([O:31][CH2:32][CH2:33][O:34][CH3:35])=[CH:25][C:24]=6[NH:23][C:22]=5[C:21]([C:36]([O:38]C)=[O:37])=[N:20][N:19]=4)[CH:15]=[CH:16][CH:17]=3)[C:8]2=[O:11])=[CH:4][CH:3]=1.O.[OH-].[Li+]. The catalyst class is: 87. Product: [Cl:1][C:2]1[CH:10]=[C:9]2[C:5]([CH2:6][N:7]([C:12]3[C:13]([CH3:40])=[C:14]([C:18]4[C:30]5[C:29]6[CH:28]=[CH:27][C:26]([O:31][CH2:32][CH2:33][O:34][CH3:35])=[CH:25][C:24]=6[NH:23][C:22]=5[C:21]([C:36]([OH:38])=[O:37])=[N:20][N:19]=4)[CH:15]=[CH:16][CH:17]=3)[C:8]2=[O:11])=[CH:4][CH:3]=1. (7) Reactant: S(Cl)(Cl)=O.C(C1C=CC(C(O)=O)=CC=1)CCCCCCC.C(C1C=CC(C(Cl)=O)=CC=1)CCCCCCC.[CH3:39][O:40][C:41]1[CH:42]=[C:43]2[C:48](=[CH:49][C:50]=1[O:51][CH3:52])[N:47]=[CH:46][CH:45]=[C:44]2[O:53][C:54]1[CH:60]=[CH:59][C:57]([NH2:58])=[CH:56][CH:55]=1.[CH2:61]([C:69]1[CH:74]=[CH:73][C:72]([C:75]([N:77]=[C:78]=[S:79])=[O:76])=[CH:71][CH:70]=1)[CH2:62][CH2:63][CH2:64][CH2:65][CH2:66][CH2:67][CH3:68]. Product: [CH3:39][O:40][C:41]1[CH:42]=[C:43]2[C:48](=[CH:49][C:50]=1[O:51][CH3:52])[N:47]=[CH:46][CH:45]=[C:44]2[O:53][C:54]1[CH:60]=[CH:59][C:57]([NH:58][C:78]([NH:77][C:75](=[O:76])[C:72]2[CH:73]=[CH:74][C:69]([CH2:61][CH2:62][CH2:63][CH2:64][CH2:65][CH2:66][CH2:67][CH3:68])=[CH:70][CH:71]=2)=[S:79])=[CH:56][CH:55]=1. The catalyst class is: 234.